This data is from Catalyst prediction with 721,799 reactions and 888 catalyst types from USPTO. The task is: Predict which catalyst facilitates the given reaction. (1) The catalyst class is: 4. Reactant: C(OC(=O)[NH:7][CH:8]([C:31]1[CH:36]=[CH:35][C:34]([O:37][CH2:38][C:39](=[O:61])[N:40]([CH2:51][CH2:52][O:53][Si](C(C)(C)C)(C)C)[CH2:41][CH2:42][O:43][Si](C)(C)C(C)(C)C)=[CH:33][CH:32]=1)[C:9](=[O:30])[NH:10][CH:11]([C:20]1[NH:24][C:23]2[CH:25]=[C:26]([I:29])[CH:27]=[CH:28][C:22]=2[N:21]=1)[CH:12]([C:14]1[CH:19]=[CH:18][CH:17]=[CH:16][CH:15]=1)[CH3:13])(C)(C)C.FC(F)(F)C(O)=O. Product: [NH2:7][C@H:8]([C:31]1[CH:32]=[CH:33][C:34]([O:37][CH2:38][C:39](=[O:61])[N:40]([CH2:51][CH2:52][OH:53])[CH2:41][CH2:42][OH:43])=[CH:35][CH:36]=1)[C:9]([NH:10][C@H:11]([C:20]1[NH:24][C:23]2[CH:25]=[C:26]([I:29])[CH:27]=[CH:28][C:22]=2[N:21]=1)[C@H:12]([C:14]1[CH:19]=[CH:18][CH:17]=[CH:16][CH:15]=1)[CH3:13])=[O:30]. (2) Reactant: [NH2:1][C:2]1[CH:3]=[C:4]([N:8]2[C:13](=[O:14])[C:12]([CH2:15][C:16]3[CH:21]=[CH:20][CH:19]=[CH:18][CH:17]=3)=[N:11][C:10]3[CH:22]=[CH:23][CH:24]=[N:25][C:9]2=3)[CH:5]=[CH:6][CH:7]=1.[CH2:26]([S:33](Cl)(=[O:35])=[O:34])[C:27]1[CH:32]=[CH:31][CH:30]=[CH:29][CH:28]=1.N1C=CC=CC=1.C(OCC)(=O)C. Product: [CH2:26]([S:33]([NH:1][C:2]1[CH:3]=[C:4]([N:8]2[C:13](=[O:14])[C:12]([CH2:15][C:16]3[CH:21]=[CH:20][CH:19]=[CH:18][CH:17]=3)=[N:11][C:10]3[CH:22]=[CH:23][CH:24]=[N:25][C:9]2=3)[CH:5]=[CH:6][CH:7]=1)(=[O:35])=[O:34])[C:27]1[CH:32]=[CH:31][CH:30]=[CH:29][CH:28]=1. The catalyst class is: 38. (3) Reactant: Cl[C:2]1[N:11]=[CH:10][CH:9]=[C:8]2[C:3]=1[CH:4]=[C:5]([C:36]1[CH:41]=[CH:40][CH:39]=[CH:38][CH:37]=1)[C:6]([C:12]1[CH:17]=[CH:16][C:15]([CH2:18][N:19]3[CH2:24][CH2:23][CH:22]([C:25]4[NH:29][C:28]([C:30]5[N:35]=[CH:34][CH:33]=[CH:32][N:31]=5)=[N:27][N:26]=4)[CH2:21][CH2:20]3)=[CH:14][CH:13]=1)=[N:7]2.[NH2:42][NH2:43]. Product: [NH:42]([C:2]1[N:11]=[CH:10][CH:9]=[C:8]2[C:3]=1[CH:4]=[C:5]([C:36]1[CH:41]=[CH:40][CH:39]=[CH:38][CH:37]=1)[C:6]([C:12]1[CH:17]=[CH:16][C:15]([CH2:18][N:19]3[CH2:24][CH2:23][CH:22]([C:25]4[NH:29][C:28]([C:30]5[N:35]=[CH:34][CH:33]=[CH:32][N:31]=5)=[N:27][N:26]=4)[CH2:21][CH2:20]3)=[CH:14][CH:13]=1)=[N:7]2)[NH2:43]. The catalyst class is: 12. (4) Reactant: [CH:1]([CH:3]=[CH2:4])=[O:2].[C:5]1([OH:11])[CH:10]=[CH:9]C=CC=1.[OH:12]CC(C)=O.C(O)C=C. Product: [CH:1]([CH:3]=[CH2:4])=[O:2].[C:5]([OH:11])(=[O:12])[CH:10]=[CH2:9]. The catalyst class is: 610. (5) Reactant: [NH2:1][C:2]1[N:7]=[C:6]([N:8]2[CH2:29][CH2:28][C:11]3([CH2:15][N:14](C(OC(C)(C)C)=O)[C@H:13]([C:23]([O:25][CH2:26][CH3:27])=[O:24])[CH2:12]3)[CH2:10][CH2:9]2)[CH:5]=[C:4]([O:30][C@H:31]([C:36]2[CH:41]=[CH:40][C:39]([CH2:42][CH2:43][CH3:44])=[CH:38][C:37]=2[C:45]2[CH:50]=[CH:49][CH:48]=[C:47]([S:51]([CH3:54])(=[O:53])=[O:52])[CH:46]=2)[C:32]([F:35])([F:34])[F:33])[N:3]=1.C(O)(C(F)(F)F)=O. Product: [NH2:1][C:2]1[N:7]=[C:6]([N:8]2[CH2:9][CH2:10][C:11]3([CH2:15][NH:14][C@H:13]([C:23]([O:25][CH2:26][CH3:27])=[O:24])[CH2:12]3)[CH2:28][CH2:29]2)[CH:5]=[C:4]([O:30][C@H:31]([C:36]2[CH:41]=[CH:40][C:39]([CH2:42][CH2:43][CH3:44])=[CH:38][C:37]=2[C:45]2[CH:50]=[CH:49][CH:48]=[C:47]([S:51]([CH3:54])(=[O:53])=[O:52])[CH:46]=2)[C:32]([F:35])([F:33])[F:34])[N:3]=1. The catalyst class is: 2. (6) Reactant: [O:1]([CH2:8][C@H:9]1[O:11][CH2:10]1)[C:2]1[CH:7]=[CH:6][CH:5]=[CH:4][CH:3]=1.[CH3:12][O:13][C:14]1[CH:19]=[CH:18][C:17]([CH:20]([NH:29][C:30](=[O:34])[C@@H:31]([CH3:33])[NH2:32])[C:21]2[CH:26]=[CH:25][C:24]([O:27][CH3:28])=[CH:23][CH:22]=2)=[CH:16][CH:15]=1. Product: [CH3:28][O:27][C:24]1[CH:23]=[CH:22][C:21]([CH:20]([NH:29][C:30](=[O:34])[C@@H:31]([CH3:33])[NH:32][CH2:10][C@H:9]([OH:11])[CH2:8][O:1][C:2]2[CH:3]=[CH:4][CH:5]=[CH:6][CH:7]=2)[C:17]2[CH:18]=[CH:19][C:14]([O:13][CH3:12])=[CH:15][CH:16]=2)=[CH:26][CH:25]=1. The catalyst class is: 5. (7) Reactant: Cl.CN(C)CCCN=C=NCC.[Cl:13][C:14]1[S:18][C:17]([C:19]([N:21]2[CH2:25][CH:24]([C:26]([OH:28])=O)[O:23][CH2:22]2)=[O:20])=[CH:16][CH:15]=1.[NH2:29][C:30]1[CH:35]=[CH:34][C:33]([N:36]2[CH2:41][CH2:40][O:39][CH2:38][C:37]2=[O:42])=[CH:32][CH:31]=1.C(=O)([O-])O.[Na+]. Product: [O:42]=[C:37]1[CH2:38][O:39][CH2:40][CH2:41][N:36]1[C:33]1[CH:32]=[CH:31][C:30]([NH:29][C:26]([CH:24]2[O:23][CH2:22][N:21]([C:19]([C:17]3[S:18][C:14]([Cl:13])=[CH:15][CH:16]=3)=[O:20])[CH2:25]2)=[O:28])=[CH:35][CH:34]=1. The catalyst class is: 9. (8) Reactant: [Br:1][C:2]1[CH:10]=[CH:9][C:5]([C:6](Cl)=[O:7])=[C:4]([F:11])[CH:3]=1.[N:12]1([C:18]([O:20][C:21]([CH3:24])([CH3:23])[CH3:22])=[O:19])[CH2:17][CH2:16][NH:15][CH2:14][CH2:13]1.CCN(C(C)C)C(C)C.O. Product: [Br:1][C:2]1[CH:10]=[CH:9][C:5]([C:6]([N:15]2[CH2:14][CH2:13][N:12]([C:18]([O:20][C:21]([CH3:24])([CH3:23])[CH3:22])=[O:19])[CH2:17][CH2:16]2)=[O:7])=[C:4]([F:11])[CH:3]=1. The catalyst class is: 9. (9) Reactant: Br[C:2]1[C:3]([CH3:10])=[CH:4][C:5]([F:9])=[C:6]([CH:8]=1)[NH2:7].[B:11]1([B:11]2[O:15][C:14]([CH3:17])([CH3:16])[C:13]([CH3:19])([CH3:18])[O:12]2)[O:15][C:14]([CH3:17])([CH3:16])[C:13]([CH3:19])([CH3:18])[O:12]1.C([O-])(=O)C.[K+]. Product: [F:9][C:5]1[CH:4]=[C:3]([CH3:10])[C:2]([B:11]2[O:15][C:14]([CH3:17])([CH3:16])[C:13]([CH3:19])([CH3:18])[O:12]2)=[CH:8][C:6]=1[NH2:7]. The catalyst class is: 12. (10) Reactant: [C:1](Cl)(Cl)=[O:2].[O:5]1[CH2:10][CH2:9][CH:8]([N:11]2[CH2:15][CH2:14][NH:13][C:12]2=[O:16])[CH2:7][CH2:6]1.N1C=CC=CC=1.[F:23][C:24]1[C:30]([CH3:31])=[C:29]([O:32][C:33]2[CH:38]=[CH:37][N:36]=[C:35]([C:39]3[CH:40]=[N:41][N:42]([CH3:44])[CH:43]=3)[CH:34]=2)[CH:28]=[CH:27][C:25]=1[NH2:26].CCN(C(C)C)C(C)C. Product: [F:23][C:24]1[C:30]([CH3:31])=[C:29]([O:32][C:33]2[CH:38]=[CH:37][N:36]=[C:35]([C:39]3[CH:40]=[N:41][N:42]([CH3:44])[CH:43]=3)[CH:34]=2)[CH:28]=[CH:27][C:25]=1[NH:26][C:12]([N:13]1[CH2:14][CH2:15][N:11]([CH:8]2[CH2:7][CH2:6][O:5][CH2:10][CH2:9]2)[C:1]1=[O:2])=[O:16]. The catalyst class is: 2.